This data is from Full USPTO retrosynthesis dataset with 1.9M reactions from patents (1976-2016). The task is: Predict the reactants needed to synthesize the given product. Given the product [F:48][C:27]1[CH:28]=[C:29]([NH:32][C:33]([C:35]2([C:38]([NH:39][C:40]3[CH:41]=[CH:42][C:43]([F:46])=[CH:44][CH:45]=3)=[O:47])[CH2:37][CH2:36]2)=[O:34])[CH:30]=[CH:31][C:26]=1[O:25][C:23]1[CH:22]=[CH:21][N:20]=[C:19]([NH:9][C:8]([N:50]2[CH2:55][CH2:54][O:53][CH2:52][CH2:51]2)=[O:7])[CH:24]=1, predict the reactants needed to synthesize it. The reactants are: C1([O:7][C:8](=O)[N:9]([C:19]2[CH:24]=[C:23]([O:25][C:26]3[CH:31]=[CH:30][C:29]([NH:32][C:33]([C:35]4([C:38](=[O:47])[NH:39][C:40]5[CH:45]=[CH:44][C:43]([F:46])=[CH:42][CH:41]=5)[CH2:37][CH2:36]4)=[O:34])=[CH:28][C:27]=3[F:48])[CH:22]=[CH:21][N:20]=2)C(OC2C=CC=CC=2)=O)C=CC=CC=1.[NH:50]1[CH2:55][CH2:54][O:53][CH2:52][CH2:51]1.